This data is from Catalyst prediction with 721,799 reactions and 888 catalyst types from USPTO. The task is: Predict which catalyst facilitates the given reaction. (1) The catalyst class is: 6. Product: [C:6]([O:10][C:11](=[O:30])[N:12]([CH2:36][CH:33]1[CH2:35][CH2:34]1)[C:13]1[C:14]([CH3:29])=[N:15][N:16]2[C:20]([C:21]3[CH:26]=[CH:25][C:24]([Cl:27])=[CH:23][C:22]=3[Cl:28])=[CH:19][O:18][C:17]=12)([CH3:9])([CH3:8])[CH3:7]. Reactant: CN(C)C=O.[C:6]([O:10][C:11](=[O:30])[NH:12][C:13]1[C:14]([CH3:29])=[N:15][N:16]2[C:20]([C:21]3[CH:26]=[CH:25][C:24]([Cl:27])=[CH:23][C:22]=3[Cl:28])=[CH:19][O:18][C:17]=12)([CH3:9])([CH3:8])[CH3:7].[H-].[Na+].[CH:33]1([CH2:36]Br)[CH2:35][CH2:34]1. (2) Reactant: [NH2:1][C:2]1[CH:9]=[CH:8][C:7]([Cl:10])=[CH:6][C:3]=1[C:4]#N.[CH:11]1([Mg]Br)[CH2:13][CH2:12]1.Cl.C(=O)([O-])[OH:18].[Na+]. Product: [NH2:1][C:2]1[CH:9]=[CH:8][C:7]([Cl:10])=[CH:6][C:3]=1[C:4]([CH:11]1[CH2:13][CH2:12]1)=[O:18]. The catalyst class is: 56.